From a dataset of Full USPTO retrosynthesis dataset with 1.9M reactions from patents (1976-2016). Predict the reactants needed to synthesize the given product. The reactants are: [C:1]([O:7][CH2:8][CH3:9])(=[O:6])[CH2:2][C:3]([O-])=O.N1[CH2:15][CH2:14][CH2:13][CH2:12][CH2:11]1.N1C=CC=[CH:18][CH:17]=1. Given the product [CH2:8]([O:7][C:1](=[O:6])[CH:2]=[CH:3][C:11]1[CH:18]=[CH:17][C:14]([CH3:15])=[CH:13][CH:12]=1)[CH3:9], predict the reactants needed to synthesize it.